From a dataset of Forward reaction prediction with 1.9M reactions from USPTO patents (1976-2016). Predict the product of the given reaction. (1) Given the reactants [C:1]([C:3]1[CH:8]=[CH:7][N:6]=[C:5]([NH:9][C:10]([NH:12][CH3:13])=[O:11])[CH:4]=1)#[N:2], predict the reaction product. The product is: [NH2:2][CH2:1][C:3]1[CH:8]=[CH:7][N:6]=[C:5]([NH:9][C:10]([NH:12][CH3:13])=[O:11])[CH:4]=1. (2) The product is: [O:3]1[CH:7]=[CH:6][CH:5]=[C:4]1/[C:8](=[N:16]/[O:17][CH2:18][C:19]1[CH:24]=[CH:23][C:22]([O:25][CH2:26][C:27]2[N:28]=[C:29]([C:33]3[CH:34]=[CH:35][CH:36]=[CH:37][CH:38]=3)[O:30][C:31]=2[CH3:32])=[CH:21][CH:20]=1)/[CH2:9][CH2:10][C:11]([OH:13])=[O:12]. Given the reactants [OH-].[Na+].[O:3]1[CH:7]=[CH:6][CH:5]=[C:4]1/[C:8](=[N:16]/[O:17][CH2:18][C:19]1[CH:24]=[CH:23][C:22]([O:25][CH2:26][C:27]2[N:28]=[C:29]([C:33]3[CH:38]=[CH:37][CH:36]=[CH:35][CH:34]=3)[O:30][C:31]=2[CH3:32])=[CH:21][CH:20]=1)/[CH2:9][CH2:10][C:11]([O:13]CC)=[O:12].CO.Cl, predict the reaction product. (3) The product is: [CH3:11][O:10][C:8]([C:4]1[N:3]([NH2:16])[C:2]([CH3:1])=[C:6]([CH3:7])[N:5]=1)=[O:9]. Given the reactants [CH3:1][C:2]1[N:3]=[C:4]([C:8]([O:10][CH3:11])=[O:9])[NH:5][C:6]=1[CH3:7].C[Si]([N-:16][Si](C)(C)C)(C)C.[Li+].C1COCC1.C1(P(ON)(C2C=CC=CC=2)=O)C=CC=CC=1, predict the reaction product. (4) Given the reactants [NH2:1][CH2:2][C:3]([NH:5][CH:6]([C:14]1[CH:19]=[CH:18][CH:17]=[CH:16][CH:15]=1)[C:7]1[CH:12]=[CH:11][C:10]([CH3:13])=[CH:9][CH:8]=1)=[O:4].[Cl:20][C:21]1[CH:29]=[CH:28][C:24]([C:25](O)=[O:26])=[CH:23][CH:22]=1, predict the reaction product. The product is: [Cl:20][C:21]1[CH:29]=[CH:28][C:24]([C:25]([NH:1][CH2:2][C:3](=[O:4])[NH:5][CH:6]([C:14]2[CH:19]=[CH:18][CH:17]=[CH:16][CH:15]=2)[C:7]2[CH:12]=[CH:11][C:10]([CH3:13])=[CH:9][CH:8]=2)=[O:26])=[CH:23][CH:22]=1. (5) Given the reactants Cl.[CH2:2]([C@@H:4]1[CH2:9][NH:8][C@@H:7]([CH2:10][CH3:11])[CH2:6][NH:5]1)[CH3:3].CCN([CH:18]([CH3:20])[CH3:19])C(C)C.[CH3:21][O:22][C:23]1[CH:24]=[C:25]([S:31](Cl)(=[O:33])=[O:32])[CH:26]=[CH:27][C:28]=1[O:29][CH3:30], predict the reaction product. The product is: [CH3:21][O:22][C:23]1[CH:24]=[C:25]([S:31]([N:5]2[CH2:6][C@H:7]([CH2:10][CH3:11])[N:8]([S:31]([C:19]3[CH:18]=[CH:20][C:28]([O:29][CH3:30])=[C:23]([O:22][CH3:21])[CH:24]=3)(=[O:33])=[O:32])[CH2:9][C@H:4]2[CH2:2][CH3:3])(=[O:33])=[O:32])[CH:26]=[CH:27][C:28]=1[O:29][CH3:30]. (6) Given the reactants CC1C=CC(S(O[CH2:12][CH:13]2[O:18][C:17]3[CH:19]=[C:20]([N+:23]([O-:25])=[O:24])[CH:21]=[CH:22][C:16]=3[O:15][CH2:14]2)(=O)=O)=CC=1.CS(C)=O.[CH2:30]([NH2:37])[C:31]1[CH:36]=[CH:35][CH:34]=[CH:33][CH:32]=1, predict the reaction product. The product is: [CH2:30]([NH:37][CH2:12][C@@H:13]1[O:18][C:17]2[CH:19]=[C:20]([N+:23]([O-:25])=[O:24])[CH:21]=[CH:22][C:16]=2[O:15][CH2:14]1)[C:31]1[CH:36]=[CH:35][CH:34]=[CH:33][CH:32]=1.